This data is from NCI-60 drug combinations with 297,098 pairs across 59 cell lines. The task is: Regression. Given two drug SMILES strings and cell line genomic features, predict the synergy score measuring deviation from expected non-interaction effect. (1) Drug 1: CC1=C(C(CCC1)(C)C)C=CC(=CC=CC(=CC(=O)O)C)C. Drug 2: C1CN(P(=O)(OC1)NCCCl)CCCl. Cell line: UACC62. Synergy scores: CSS=5.27, Synergy_ZIP=-4.56, Synergy_Bliss=-0.776, Synergy_Loewe=-1.82, Synergy_HSA=-1.02. (2) Cell line: SK-OV-3. Drug 1: C1CC2CC3=C(CC1C24CN(S(=O)(=O)N4)CC(F)(F)F)C=CC(=C3)C=CCN5CCC(CC5)C(F)(F)F. Drug 2: CS(=O)(=O)CCNCC1=CC=C(O1)C2=CC3=C(C=C2)N=CN=C3NC4=CC(=C(C=C4)OCC5=CC(=CC=C5)F)Cl. Synergy scores: CSS=38.0, Synergy_ZIP=14.3, Synergy_Bliss=15.8, Synergy_Loewe=10.3, Synergy_HSA=16.6. (3) Drug 1: CCCS(=O)(=O)NC1=C(C(=C(C=C1)F)C(=O)C2=CNC3=C2C=C(C=N3)C4=CC=C(C=C4)Cl)F. Drug 2: CN(C)C1=NC(=NC(=N1)N(C)C)N(C)C. Cell line: NCI-H322M. Synergy scores: CSS=-8.95, Synergy_ZIP=4.27, Synergy_Bliss=-0.951, Synergy_Loewe=-6.50, Synergy_HSA=-7.29. (4) Drug 1: CC1=C2C(C(=O)C3(C(CC4C(C3C(C(C2(C)C)(CC1OC(=O)C(C(C5=CC=CC=C5)NC(=O)OC(C)(C)C)O)O)OC(=O)C6=CC=CC=C6)(CO4)OC(=O)C)OC)C)OC. Drug 2: C1C(C(OC1N2C=NC(=NC2=O)N)CO)O. Cell line: IGROV1. Synergy scores: CSS=36.5, Synergy_ZIP=3.49, Synergy_Bliss=4.68, Synergy_Loewe=-8.02, Synergy_HSA=5.24.